This data is from Forward reaction prediction with 1.9M reactions from USPTO patents (1976-2016). The task is: Predict the product of the given reaction. Given the reactants Cl.[C:2]1([CH3:10])[CH:7]=[CH:6][CH:5]=[CH:4][C:3]=1[NH:8][NH2:9].C(Cl)(Cl)(Cl)Cl.C(N(CC)CC)C.C(O[C:26]1([CH:38]=[CH:37][CH:36]=[C:35]([Br:39])[CH2:34]1)[CH:27]=[N:28][C:29](=O)[CH2:30][CH2:31][CH3:32])C, predict the reaction product. The product is: [Br:39][C:35]1[CH:34]=[C:26]([C:27]2[N:28]=[C:29]([CH2:30][CH2:31][CH3:32])[N:8]([C:3]3[CH:4]=[CH:5][CH:6]=[CH:7][C:2]=3[CH3:10])[N:9]=2)[CH:38]=[CH:37][CH:36]=1.